From a dataset of Peptide-MHC class I binding affinity with 185,985 pairs from IEDB/IMGT. Regression. Given a peptide amino acid sequence and an MHC pseudo amino acid sequence, predict their binding affinity value. This is MHC class I binding data. (1) The peptide sequence is KFNPMKTYI. The MHC is HLA-A24:02 with pseudo-sequence HLA-A24:02. The binding affinity (normalized) is 0.444. (2) The peptide sequence is FMTATPPGA. The MHC is HLA-A02:01 with pseudo-sequence HLA-A02:01. The binding affinity (normalized) is 0.640. (3) The peptide sequence is GFPFNKWGK. The MHC is HLA-A33:01 with pseudo-sequence HLA-A33:01. The binding affinity (normalized) is 0.0958. (4) The binding affinity (normalized) is 0.0847. The MHC is HLA-B40:01 with pseudo-sequence HLA-B40:01. The peptide sequence is SHAKVLVTF. (5) The peptide sequence is IMKNTTNTR. The MHC is HLA-A33:01 with pseudo-sequence HLA-A33:01. The binding affinity (normalized) is 0.628. (6) The peptide sequence is LLTACTIFYI. The MHC is HLA-A02:06 with pseudo-sequence HLA-A02:06. The binding affinity (normalized) is 0.628. (7) The peptide sequence is HLLHQTNPY. The MHC is Mamu-B17 with pseudo-sequence Mamu-B17. The binding affinity (normalized) is 0.0600. (8) The peptide sequence is RRARSLSAERY. The binding affinity (normalized) is 0. The MHC is HLA-B45:01 with pseudo-sequence HLA-B45:01. (9) The peptide sequence is STSAYLVSI. The MHC is HLA-B15:01 with pseudo-sequence HLA-B15:01. The binding affinity (normalized) is 0.154. (10) The peptide sequence is QKCGELLEFH. The binding affinity (normalized) is 0. The MHC is HLA-A11:01 with pseudo-sequence HLA-A11:01.